The task is: Predict the reactants needed to synthesize the given product.. This data is from Full USPTO retrosynthesis dataset with 1.9M reactions from patents (1976-2016). The reactants are: Cl[Sn](Cl)(Cl)Cl.[CH3:6][C:7]1[CH:12]=[CH:11][C:10]([O:13][CH3:14])=[CH:9][CH:8]=1.Cl.[OH2:16]. Given the product [CH3:14][O:13][C:10]1[CH:11]=[CH:12][C:7]([CH3:6])=[CH:8][C:9]=1[C:6]([C:7]1[CH:12]=[CH:11][CH:10]=[CH:9][CH:8]=1)=[O:16], predict the reactants needed to synthesize it.